From a dataset of Reaction yield outcomes from USPTO patents with 853,638 reactions. Predict the reaction yield, written as a fraction of the theoretical maximum amount of product (1.0 means a 100% yield; for example, 0.34 means a 34% yield). (1) The reactants are [F:1][C:2]1[CH:3]=[C:4]([CH:17]=[C:18]([F:20])[CH:19]=1)[C:5]([O:7][C:8]12[CH2:14][C:11]([O:15]C)([CH2:12][CH2:13]1)[CH2:10][CH2:9]2)=[O:6].[Si](I)(C)(C)C.C([O-])(O)=O.[Na+].[O-]S([O-])(=S)=O.[Na+].[Na+]. The catalyst is CC#N. The product is [F:1][C:2]1[CH:3]=[C:4]([CH:17]=[C:18]([F:20])[CH:19]=1)[C:5]([O:7][C:8]12[CH2:14][C:11]([OH:15])([CH2:10][CH2:9]1)[CH2:12][CH2:13]2)=[O:6]. The yield is 0.760. (2) The reactants are ClC(Cl)(Cl)C(Cl)(Cl)Cl.[NH:9](C(OC(C)(C)C)=O)[C@H:10]([C:12](O)=[O:13])[CH3:11].C1(P(C2C=CC=CC=2)C2C=CC=CC=2)C=CC=CC=1.[NH2:41][C@H:42]([C:48]([OH:50])=[O:49])[CH2:43][CH2:44][C:45](=[O:47])[NH2:46].[OH-].[K+].C(=O)([O-])[O-].[Na+].[Na+].Cl. The catalyst is CCOCC.ClCCl.O.O1CCCC1. The product is [NH2:9][C@H:10]([C:12]([NH:41][C@H:42]([C:48]([OH:50])=[O:49])[CH2:43][CH2:44][C:45](=[O:47])[NH2:46])=[O:13])[CH3:11]. The yield is 0.450. (3) The reactants are [CH2:1]([O:3][C:4](=[O:16])[C:5]([C:7]1[CH:12]=[CH:11][C:10]([S:13][CH3:14])=[C:9]([Cl:15])[CH:8]=1)=[O:6])[CH3:2].[BH4-].[Na+]. The catalyst is CO. The product is [CH2:1]([O:3][C:4](=[O:16])[CH:5]([C:7]1[CH:12]=[CH:11][C:10]([S:13][CH3:14])=[C:9]([Cl:15])[CH:8]=1)[OH:6])[CH3:2]. The yield is 0.380.